This data is from Reaction yield outcomes from USPTO patents with 853,638 reactions. The task is: Predict the reaction yield, written as a fraction of the theoretical maximum amount of product (1.0 means a 100% yield; for example, 0.34 means a 34% yield). (1) The catalyst is C(#N)C. The product is [Cl:1][C:2]1[CH:3]=[C:4]([O:13][CH3:14])[C:5]([O:11][CH3:12])=[C:6]([CH:8]([NH:10][C:18]2[CH:19]=[C:20]([F:22])[CH:21]=[CH:16][C:17]=2[S:23]([CH3:26])(=[O:25])=[O:24])[CH3:9])[CH:7]=1. The yield is 0.320. The reactants are [Cl:1][C:2]1[CH:3]=[C:4]([O:13][CH3:14])[C:5]([O:11][CH3:12])=[C:6]([CH:8]([NH2:10])[CH3:9])[CH:7]=1.F[C:16]1[CH:21]=[C:20]([F:22])[CH:19]=[CH:18][C:17]=1[S:23]([CH3:26])(=[O:25])=[O:24].C(N(CC)C(C)C)(C)C. (2) The reactants are [CH2:1]([N:3]1[C:7]([C:8]2[O:9][CH:10]=[CH:11][CH:12]=2)=[N:6][N:5]=[C:4]1[S:13][CH2:14][C:15]1[N:19]=[C:18]([C:20]2[CH:21]=[C:22]([CH:25]=[CH:26][C:27]=2F)[C:23]#[N:24])[O:17][N:16]=1)[CH3:2].[H-].[Na+].CN(C=[O:35])C. No catalyst specified. The product is [CH2:1]([N:3]1[C:7]([C:8]2[O:9][CH:10]=[CH:11][CH:12]=2)=[N:6][N:5]=[C:4]1[S:13][CH2:14][C:15]1[N:19]=[C:18]([C:20]2[CH:21]=[C:22]([CH:25]=[CH:26][C:27]=2[OH:35])[C:23]#[N:24])[O:17][N:16]=1)[CH3:2]. The yield is 0.410.